From a dataset of Full USPTO retrosynthesis dataset with 1.9M reactions from patents (1976-2016). Predict the reactants needed to synthesize the given product. (1) Given the product [Br:16][C:13]1[CH:14]=[C:15]2[C:10](=[C:11]([CH2:17][CH3:18])[CH:12]=1)[NH:9][CH:8]=[C:7]2[CH2:5][CH2:4][OH:3], predict the reactants needed to synthesize it. The reactants are: C([O:3][C:4](=O)[C:5]([C:7]1[C:15]2[C:10](=[C:11]([CH2:17][CH3:18])[CH:12]=[C:13]([Br:16])[CH:14]=2)[NH:9][CH:8]=1)=O)C.[BH4-].[Li+]. (2) Given the product [OH:13][CH2:14][CH2:15][O:16][C:17]1[C:24]([CH3:25])=[CH:23][C:20]([C:21]2[NH:6][C:4](=[O:5])[C:3]3[C:2](=[CH:10][CH:9]=[C:8]([O:11][CH3:12])[CH:7]=3)[N:1]=2)=[CH:19][C:18]=1[CH3:26], predict the reactants needed to synthesize it. The reactants are: [NH2:1][C:2]1[CH:10]=[CH:9][C:8]([O:11][CH3:12])=[CH:7][C:3]=1[C:4]([NH2:6])=[O:5].[OH:13][CH2:14][CH2:15][O:16][C:17]1[C:24]([CH3:25])=[CH:23][C:20]([CH:21]=O)=[CH:19][C:18]=1[CH3:26].S([O-])(O)=O.[Na+].O.C1(C)C=CC(S(O)(=O)=O)=CC=1. (3) Given the product [CH3:32][C:26]1([C:24]#[N:25])[CH2:31][CH2:30][N:29]([CH2:12][CH2:13][O:14][CH2:15][CH2:16][C:17]2[CH:18]=[CH:19][CH:20]=[CH:21][CH:22]=2)[CH2:28][CH2:27]1, predict the reactants needed to synthesize it. The reactants are: CC1C=CC(S(O[CH2:12][CH2:13][O:14][CH2:15][CH2:16][C:17]2[CH:22]=[CH:21][CH:20]=[CH:19][CH:18]=2)(=O)=O)=CC=1.Cl.[C:24]([C:26]1([CH3:32])[CH2:31][CH2:30][NH:29][CH2:28][CH2:27]1)#[N:25].C(N(CC)CC)C. (4) Given the product [Br:22][C:7]1[C:6]([N+:13]([O-:15])=[O:14])=[C:5]([C:16]([F:19])([F:18])[F:17])[C:4]2[C:9](=[CH:10][CH:11]=[C:2]([Cl:1])[CH:3]=2)[N:8]=1, predict the reactants needed to synthesize it. The reactants are: [Cl:1][C:2]1[CH:3]=[C:4]2[C:9](=[CH:10][CH:11]=1)[N+:8]([O-])=[CH:7][C:6]([N+:13]([O-:15])=[O:14])=[C:5]2[C:16]([F:19])([F:18])[F:17].P(Br)(Br)([Br:22])=O.